Dataset: Peptide-MHC class I binding affinity with 185,985 pairs from IEDB/IMGT. Task: Regression. Given a peptide amino acid sequence and an MHC pseudo amino acid sequence, predict their binding affinity value. This is MHC class I binding data. (1) The peptide sequence is NHIRVELSL. The MHC is Mamu-A07 with pseudo-sequence Mamu-A07. The binding affinity (normalized) is 1.00. (2) The peptide sequence is SLMASSPTSI. The MHC is HLA-A68:02 with pseudo-sequence HLA-A68:02. The binding affinity (normalized) is 0.361.